This data is from Full USPTO retrosynthesis dataset with 1.9M reactions from patents (1976-2016). The task is: Predict the reactants needed to synthesize the given product. (1) Given the product [CH3:13][C:14]([OH:17])([C:4]#[C:3][C:2]([CH3:1])([OH:7])[CH2:5][CH3:6])[CH2:15][CH3:16], predict the reactants needed to synthesize it. The reactants are: [CH3:1][C:2]([OH:7])([CH2:5][CH3:6])[C:3]#[CH:4].C([Li])CCC.[CH3:13][C:14](=[O:17])[CH2:15][CH3:16]. (2) The reactants are: [C:1]([O:5][C:6]([N:8]1[CH2:13][CH2:12][CH:11]([NH:14][C:15]2[CH:20]=[CH:19][C:18]([F:21])=[CH:17][CH:16]=2)[CH2:10][CH2:9]1)=[O:7])([CH3:4])([CH3:3])[CH3:2].Cl[CH2:23][C:24]1[CH:25]=[C:26]([C:30]2[CH:35]=[C:34]([O:36][CH3:37])[C:33]([O:38][CH3:39])=[C:32]([O:40][CH3:41])[CH:31]=2)[CH:27]=[N:28][CH:29]=1. Given the product [C:1]([O:5][C:6]([N:8]1[CH2:13][CH2:12][CH:11]([N:14]([C:15]2[CH:20]=[CH:19][C:18]([F:21])=[CH:17][CH:16]=2)[CH2:23][C:24]2[CH:25]=[C:26]([C:30]3[CH:35]=[C:34]([O:36][CH3:37])[C:33]([O:38][CH3:39])=[C:32]([O:40][CH3:41])[CH:31]=3)[CH:27]=[N:28][CH:29]=2)[CH2:10][CH2:9]1)=[O:7])([CH3:4])([CH3:2])[CH3:3], predict the reactants needed to synthesize it. (3) Given the product [N:19]1([NH:18][C:13](=[O:15])[C:12]2[CH:11]=[CH:10][C:9]([O:8][CH2:1][C:2]3[CH:3]=[CH:4][CH:5]=[CH:6][CH:7]=3)=[CH:17][CH:16]=2)[CH2:24][CH2:23][O:22][CH2:21][CH2:20]1, predict the reactants needed to synthesize it. The reactants are: [CH2:1]([O:8][C:9]1[CH:17]=[CH:16][C:12]([C:13]([OH:15])=O)=[CH:11][CH:10]=1)[C:2]1[CH:7]=[CH:6][CH:5]=[CH:4][CH:3]=1.[NH2:18][N:19]1[CH2:24][CH2:23][O:22][CH2:21][CH2:20]1.Cl.CN(C)CCCN=C=NCC.O.ON1C2C=CC=CC=2N=N1. (4) Given the product [CH3:13][O:12][C:8]1[CH:7]=[C:6]2[C:11](=[CH:10][CH:9]=1)[C:2]([C:27]1[CH:28]=[C:23]([C:20](=[O:22])[CH3:21])[CH:24]=[CH:25][CH:26]=1)=[N:3][C:4]([NH:14][C:15]1[CH:19]=[CH:18][NH:17][N:16]=1)=[CH:5]2, predict the reactants needed to synthesize it. The reactants are: Cl[C:2]1[C:11]2[C:6](=[CH:7][C:8]([O:12][CH3:13])=[CH:9][CH:10]=2)[CH:5]=[C:4]([NH:14][C:15]2[CH:19]=[CH:18][NH:17][N:16]=2)[N:3]=1.[C:20]([C:23]1[CH:24]=[C:25](B(O)O)[CH:26]=[CH:27][CH:28]=1)(=[O:22])[CH3:21]. (5) Given the product [Cl:1][C:2]1[CH:3]=[C:4]([CH:8]=[CH:9][C:10]=1[NH:11][C:12]1[CH2:17][CH2:16][CH2:15][C:14](=[O:18])[C:13]=1[CH3:19])[C:5]([NH:28][C:23]1[CH:24]=[CH:25][CH:26]=[CH:27][C:22]=1[O:21][CH3:20])=[O:7], predict the reactants needed to synthesize it. The reactants are: [Cl:1][C:2]1[CH:3]=[C:4]([CH:8]=[CH:9][C:10]=1[NH:11][C:12]1[CH2:17][CH2:16][CH2:15][C:14](=[O:18])[C:13]=1[CH3:19])[C:5]([OH:7])=O.[CH3:20][O:21][C:22]1[C:23]([NH2:28])=[CH:24][CH:25]=[CH:26][CH:27]=1. (6) Given the product [CH3:40][C:37]1[CH:36]=[C:35]([C:31]2[CH:30]=[C:29]([C:27]3[CH2:26][C:25](=[O:41])[NH:24][C:9]4[CH:10]=[C:11]([C:20]([F:22])([F:23])[F:21])[C:12]([N:14]5[CH2:15][CH2:16][S:17][CH2:18][CH2:19]5)=[CH:13][C:8]=4[N:7]=3)[CH:34]=[CH:33][CH:32]=2)[O:39][N:38]=1, predict the reactants needed to synthesize it. The reactants are: C(OC(=O)[NH:7][C:8]1[CH:13]=[C:12]([N:14]2[CH2:19][CH2:18][S:17][CH2:16][CH2:15]2)[C:11]([C:20]([F:23])([F:22])[F:21])=[CH:10][C:9]=1[NH:24][C:25](=[O:41])[CH2:26][C:27]([C:29]1[CH:34]=[CH:33][CH:32]=[C:31]([C:35]2[O:39][N:38]=[C:37]([CH3:40])[CH:36]=2)[CH:30]=1)=O)(C)(C)C.C(O)(C(F)(F)F)=O.